Dataset: NCI-60 drug combinations with 297,098 pairs across 59 cell lines. Task: Regression. Given two drug SMILES strings and cell line genomic features, predict the synergy score measuring deviation from expected non-interaction effect. (1) Drug 1: C1CN1P(=S)(N2CC2)N3CC3. Drug 2: CCC1=C2CN3C(=CC4=C(C3=O)COC(=O)C4(CC)O)C2=NC5=C1C=C(C=C5)O. Cell line: U251. Synergy scores: CSS=50.9, Synergy_ZIP=-4.02, Synergy_Bliss=-3.99, Synergy_Loewe=-0.985, Synergy_HSA=1.43. (2) Drug 1: C1=CC(=C2C(=C1NCCNCCO)C(=O)C3=C(C=CC(=C3C2=O)O)O)NCCNCCO. Drug 2: CCC1=C2CN3C(=CC4=C(C3=O)COC(=O)C4(CC)O)C2=NC5=C1C=C(C=C5)O. Cell line: CCRF-CEM. Synergy scores: CSS=74.1, Synergy_ZIP=-1.44, Synergy_Bliss=-1.62, Synergy_Loewe=-1.11, Synergy_HSA=1.77. (3) Drug 1: C1=CC(=CC=C1CC(C(=O)O)N)N(CCCl)CCCl.Cl. Drug 2: CC1CCC2CC(C(=CC=CC=CC(CC(C(=O)C(C(C(=CC(C(=O)CC(OC(=O)C3CCCCN3C(=O)C(=O)C1(O2)O)C(C)CC4CCC(C(C4)OC)O)C)C)O)OC)C)C)C)OC. Cell line: MDA-MB-231. Synergy scores: CSS=18.6, Synergy_ZIP=-8.50, Synergy_Bliss=-10.2, Synergy_Loewe=-9.61, Synergy_HSA=-6.49.